Predict which catalyst facilitates the given reaction. From a dataset of Catalyst prediction with 721,799 reactions and 888 catalyst types from USPTO. (1) Reactant: C([O:9][CH2:10][CH:11]1[CH2:16][O:15][C:14]2=[CH:17][S:18][CH:19]=[C:13]2[O:12]1)(=O)C1C=CC=CC=1.[OH-].[K+].Cl. Product: [O:15]1[CH2:16][CH:11]([CH2:10][OH:9])[O:12][C:13]2=[CH:19][S:18][CH:17]=[C:14]12. The catalyst class is: 40. (2) Reactant: [Cl:1][C:2]1[N:7]=[CH:6][C:5]([CH2:8][N:9]2[C:14]([CH3:15])=[CH:13][C:12](=[NH:16])[N:11]3[N:17]=[C:18]([S:20][CH3:21])[N:19]=[C:10]23)=[CH:4][CH:3]=1.C(N(CC)CC)C.[F:29][C:30]([F:41])([F:40])[C:31](O[C:31](=[O:32])[C:30]([F:41])([F:40])[F:29])=[O:32].O. The catalyst class is: 4. Product: [Cl:1][C:2]1[N:7]=[CH:6][C:5]([CH2:8][N:9]2[C:14]([CH3:15])=[CH:13][C:12](=[N:16][C:31](=[O:32])[C:30]([F:41])([F:40])[F:29])[N:11]3[N:17]=[C:18]([S:20][CH3:21])[N:19]=[C:10]23)=[CH:4][CH:3]=1.